This data is from NCI-60 drug combinations with 297,098 pairs across 59 cell lines. The task is: Regression. Given two drug SMILES strings and cell line genomic features, predict the synergy score measuring deviation from expected non-interaction effect. (1) Drug 2: C(CN)CNCCSP(=O)(O)O. Synergy scores: CSS=-6.02, Synergy_ZIP=4.71, Synergy_Bliss=3.91, Synergy_Loewe=-2.45, Synergy_HSA=-2.84. Drug 1: CC(C)(C#N)C1=CC(=CC(=C1)CN2C=NC=N2)C(C)(C)C#N. Cell line: HS 578T. (2) Drug 1: C1=NC(=NC(=O)N1C2C(C(C(O2)CO)O)O)N. Drug 2: C1=CC=C(C=C1)NC(=O)CCCCCCC(=O)NO. Cell line: HCT-15. Synergy scores: CSS=23.9, Synergy_ZIP=-3.41, Synergy_Bliss=4.54, Synergy_Loewe=1.55, Synergy_HSA=4.11.